Dataset: Forward reaction prediction with 1.9M reactions from USPTO patents (1976-2016). Task: Predict the product of the given reaction. (1) Given the reactants C(O[C:4](=[O:19])[C:5](=[CH:11][NH:12][C:13]1[CH2:18][CH2:17][CH2:16][CH2:15][CH:14]=1)[C:6]([O:8][CH2:9][CH3:10])=[O:7])C, predict the reaction product. The product is: [CH2:9]([O:8][C:6]([C:5]1[CH:11]=[N:12][C:13]2[CH2:14][CH2:15][CH2:16][CH2:17][C:18]=2[C:4]=1[OH:19])=[O:7])[CH3:10]. (2) Given the reactants Cl[C:2]1[N:7]=[C:6]([CH3:8])[N:5]=[C:4]([NH2:9])[N:3]=1.[F:10][C:11]1[C:16](B(O)O)=[CH:15][C:14]([O:20][CH3:21])=[CH:13][N:12]=1.C([O-])(=O)C.[K+], predict the reaction product. The product is: [F:10][C:11]1[C:16]([C:2]2[N:7]=[C:6]([CH3:8])[N:5]=[C:4]([NH2:9])[N:3]=2)=[CH:15][C:14]([O:20][CH3:21])=[CH:13][N:12]=1. (3) Given the reactants [CH3:1][N:2]1[CH2:7][CH2:6][N:5](C(OC(C)(C)C)=O)[CH2:4][CH:3]1[C:15]1[S:16][CH:17]=[C:18]([C:20]2[CH:25]=[CH:24][CH:23]=[CH:22][CH:21]=2)[N:19]=1.FC(F)(F)C([O-])=O, predict the reaction product. The product is: [CH3:1][N:2]1[CH2:7][CH2:6][NH:5][CH2:4][CH:3]1[C:15]1[S:16][CH:17]=[C:18]([C:20]2[CH:21]=[CH:22][CH:23]=[CH:24][CH:25]=2)[N:19]=1.